This data is from Catalyst prediction with 721,799 reactions and 888 catalyst types from USPTO. The task is: Predict which catalyst facilitates the given reaction. Reactant: Cl[CH2:2][C:3]1[CH:8]=[CH:7][C:6]([O:9][CH3:10])=[CH:5][CH:4]=1.C([O-])([O-])=O.[K+].[K+].[NH2:17][C:18]1[C:22]([C:23]([O:25][CH2:26][CH3:27])=[O:24])=[CH:21][NH:20][N:19]=1. Product: [NH2:17][C:18]1[C:22]([C:23]([O:25][CH2:26][CH3:27])=[O:24])=[CH:21][N:20]([CH2:2][C:3]2[CH:8]=[CH:7][C:6]([O:9][CH3:10])=[CH:5][CH:4]=2)[N:19]=1. The catalyst class is: 10.